Dataset: Reaction yield outcomes from USPTO patents with 853,638 reactions. Task: Predict the reaction yield, written as a fraction of the theoretical maximum amount of product (1.0 means a 100% yield; for example, 0.34 means a 34% yield). (1) The reactants are [Br:1]Br.[Cl:3][C:4]1[CH:9]=[CH:8][C:7]([C:10]([C:12]2[CH:13]=[N:14][C:15]([NH:18][CH3:19])=[CH:16][CH:17]=2)=[O:11])=[CH:6][CH:5]=1.C([O-])(O)=O.[Na+]. The catalyst is C(O)(=O)C. The product is [Br:1][C:16]1[CH:17]=[C:12]([C:10]([C:7]2[CH:6]=[CH:5][C:4]([Cl:3])=[CH:9][CH:8]=2)=[O:11])[CH:13]=[N:14][C:15]=1[NH:18][CH3:19]. The yield is 0.620. (2) The reactants are C(O)(C(F)(F)F)=O.C(OC(N1CCC[C@H]1C1NC2C=C(C3C=C4C(=CC=3)C=C(C3C=CC(C5NC([C@@H]6CCCN6C(OCC6C=CC=CC=6)=O)=NC=5)=CC=3)C=C4)C=CC=2N=1)=O)(C)(C)C.C(OC([N:72]1[CH2:76][CH2:75][CH2:74][C@H:73]1[C:77]1[NH:81][C:80]2[CH:82]=[C:83]([C:86]3[CH:95]=[C:94]4[C:89]([CH:90]=[CH:91][C:92]([C:96]5[CH:101]=[CH:100][C:99]([C:102]6[NH:106][C:105]([C@@H:107]7[CH2:111][CH2:110][CH2:109][N:108]7[C:112]([O:114][CH2:115][C:116]7[CH:121]=[CH:120][CH:119]=[CH:118][CH:117]=7)=[O:113])=[N:104][CH:103]=6)=[CH:98][CH:97]=5)=[CH:93]4)=[CH:88][CH:87]=3)[CH:84]=[CH:85][C:79]=2[N:78]=1)=O)(C)(C)C.N1CCC[C@H]1C1NC2C=C(C3C=C4C(=CC=3)C=C(C3C=CC(C5NC([C@@H]6CCCN6C(OCC6C=CC=CC=6)=O)=NC=5)=CC=3)C=C4)C=CC=2N=1. The catalyst is C(Cl)Cl. The product is [NH:72]1[CH2:76][CH2:75][CH2:74][C@H:73]1[C:77]1[NH:81][C:80]2[CH:82]=[C:83]([C:86]3[CH:95]=[C:94]4[C:89]([CH:90]=[CH:91][C:92]([C:96]5[CH:97]=[CH:98][C:99]([C:102]6[NH:106][C:105]([C@@H:107]7[CH2:111][CH2:110][CH2:109][N:108]7[C:112]([O:114][CH2:115][C:116]7[CH:117]=[CH:118][CH:119]=[CH:120][CH:121]=7)=[O:113])=[N:104][CH:103]=6)=[CH:100][CH:101]=5)=[CH:93]4)=[CH:88][CH:87]=3)[CH:84]=[CH:85][C:79]=2[N:78]=1. The yield is 0.210.